This data is from Reaction yield outcomes from USPTO patents with 853,638 reactions. The task is: Predict the reaction yield, written as a fraction of the theoretical maximum amount of product (1.0 means a 100% yield; for example, 0.34 means a 34% yield). (1) The reactants are [O:1]=[C:2]1[C:11]2[C:6](=[CH:7][CH:8]=[CH:9][CH:10]=2)[C:5]([O:12][CH2:13][CH2:14][CH2:15][CH2:16][C:17]([OH:19])=O)=[CH:4][C:3]1=[O:20].CN(C(ON1N=NC2C=CC=CC1=2)=[N+](C)C)C.F[P-](F)(F)(F)(F)F.CCN(C(C)C)C(C)C.Cl.[NH2:55][C:56]1[CH:60]=[C:59]([C:61]([O:63][CH3:64])=[O:62])[N:58]([CH3:65])[CH:57]=1. The catalyst is CN(C=O)C.CCOCC. The product is [CH3:65][N:58]1[C:59]([C:61]([O:63][CH3:64])=[O:62])=[CH:60][C:56]([NH:55][C:17](=[O:19])[CH2:16][CH2:15][CH2:14][CH2:13][O:12][C:5]2[C:6]3[C:11](=[CH:10][CH:9]=[CH:8][CH:7]=3)[C:2](=[O:1])[C:3](=[O:20])[CH:4]=2)=[CH:57]1. The yield is 0.400. (2) The reactants are [Cl:1][C:2]1[CH:7]=[CH:6][C:5]([C@H:8]2[C@H:13]([O:14][CH2:15][C:16]3[CH:21]=[CH:20][CH:19]=[CH:18][CH:17]=3)[C@@H:12]([O:22][CH2:23][C:24]3[CH:29]=[CH:28][CH:27]=[CH:26][CH:25]=3)[C@H:11]([O:30][CH2:31][C:32]3[CH:37]=[CH:36][CH:35]=[CH:34][CH:33]=3)[C@@H:10]([CH2:38][O:39][CH2:40][C:41]3[CH:46]=[CH:45][CH:44]=[CH:43][CH:42]=3)[O:9]2)=[CH:4][C:3]=1[CH2:47]O.P(Br)(Br)[Br:50].N1C=CC=CC=1. The catalyst is CCOCC. The product is [CH2:31]([O:30][C@H:11]1[C@H:12]([O:22][CH2:23][C:24]2[CH:29]=[CH:28][CH:27]=[CH:26][CH:25]=2)[C@@H:13]([O:14][CH2:15][C:16]2[CH:21]=[CH:20][CH:19]=[CH:18][CH:17]=2)[C@H:8]([C:5]2[CH:6]=[CH:7][C:2]([Cl:1])=[C:3]([CH2:47][Br:50])[CH:4]=2)[O:9][C@@H:10]1[CH2:38][O:39][CH2:40][C:41]1[CH:46]=[CH:45][CH:44]=[CH:43][CH:42]=1)[C:32]1[CH:37]=[CH:36][CH:35]=[CH:34][CH:33]=1. The yield is 0.710.